Dataset: NCI-60 drug combinations with 297,098 pairs across 59 cell lines. Task: Regression. Given two drug SMILES strings and cell line genomic features, predict the synergy score measuring deviation from expected non-interaction effect. (1) Drug 1: CC12CCC3C(C1CCC2O)C(CC4=C3C=CC(=C4)O)CCCCCCCCCS(=O)CCCC(C(F)(F)F)(F)F. Drug 2: CN(CC1=CN=C2C(=N1)C(=NC(=N2)N)N)C3=CC=C(C=C3)C(=O)NC(CCC(=O)O)C(=O)O. Cell line: HT29. Synergy scores: CSS=52.5, Synergy_ZIP=4.61, Synergy_Bliss=5.83, Synergy_Loewe=-21.2, Synergy_HSA=1.34. (2) Drug 1: COC1=CC(=CC(=C1O)OC)C2C3C(COC3=O)C(C4=CC5=C(C=C24)OCO5)OC6C(C(C7C(O6)COC(O7)C8=CC=CS8)O)O. Drug 2: C(CCl)NC(=O)N(CCCl)N=O. Cell line: A498. Synergy scores: CSS=29.2, Synergy_ZIP=1.33, Synergy_Bliss=1.41, Synergy_Loewe=-22.2, Synergy_HSA=0.601. (3) Drug 1: C1=CC(=CC=C1CCCC(=O)O)N(CCCl)CCCl. Drug 2: CN1C(=O)N2C=NC(=C2N=N1)C(=O)N. Cell line: COLO 205. Synergy scores: CSS=29.2, Synergy_ZIP=-6.76, Synergy_Bliss=-5.25, Synergy_Loewe=-16.0, Synergy_HSA=-8.96. (4) Drug 1: CC1=CC=C(C=C1)C2=CC(=NN2C3=CC=C(C=C3)S(=O)(=O)N)C(F)(F)F. Cell line: SR. Drug 2: N.N.Cl[Pt+2]Cl. Synergy scores: CSS=36.7, Synergy_ZIP=-3.24, Synergy_Bliss=-4.83, Synergy_Loewe=-6.51, Synergy_HSA=-2.41. (5) Drug 1: C1C(C(OC1N2C=C(C(=O)NC2=O)F)CO)O. Drug 2: C1C(C(OC1N2C=NC3=C(N=C(N=C32)Cl)N)CO)O. Cell line: ACHN. Synergy scores: CSS=63.6, Synergy_ZIP=-3.38, Synergy_Bliss=-4.36, Synergy_Loewe=-0.664, Synergy_HSA=0.806. (6) Drug 1: C1C(C(OC1N2C=NC3=C(N=C(N=C32)Cl)N)CO)O. Drug 2: CC12CCC3C(C1CCC2OP(=O)(O)O)CCC4=C3C=CC(=C4)OC(=O)N(CCCl)CCCl.[Na+]. Cell line: BT-549. Synergy scores: CSS=40.0, Synergy_ZIP=-0.656, Synergy_Bliss=-1.48, Synergy_Loewe=-14.9, Synergy_HSA=0.403. (7) Drug 1: C1=C(C(=O)NC(=O)N1)F. Drug 2: C1CC(=O)NC(=O)C1N2C(=O)C3=CC=CC=C3C2=O. Cell line: SK-MEL-5. Synergy scores: CSS=31.9, Synergy_ZIP=-8.34, Synergy_Bliss=-17.9, Synergy_Loewe=-20.5, Synergy_HSA=-17.2.